Dataset: Catalyst prediction with 721,799 reactions and 888 catalyst types from USPTO. Task: Predict which catalyst facilitates the given reaction. (1) Reactant: [CH2:1]([N:8]1[CH2:13][CH2:12][N:11]2[C:14]3[N:20]=[CH:19][CH:18]=[CH:17][C:15]=3[CH2:16][CH:10]2[CH2:9]1)[C:2]1[CH:7]=[CH:6][CH:5]=[CH:4][CH:3]=1.[Br:21]N1C(=O)CCC1=O. Product: [CH2:1]([N:8]1[CH2:13][CH2:12][N:11]2[C:14]3[N:20]=[CH:19][C:18]([Br:21])=[CH:17][C:15]=3[CH2:16][CH:10]2[CH2:9]1)[C:2]1[CH:3]=[CH:4][CH:5]=[CH:6][CH:7]=1. The catalyst class is: 9. (2) Reactant: [C:1](=[O:14])([S:3][CH2:4][CH2:5][P:6]([CH2:11][CH2:12][OH:13])([CH2:8][CH2:9][OH:10])=[O:7])[CH3:2].[S:15](Cl)([C:18]1[CH:24]=[CH:23][C:21]([CH3:22])=[CH:20][CH:19]=1)(=[O:17])=[O:16]. Product: [C:1](=[O:14])([S:3][CH2:4][CH2:5][P:6]([CH2:11][CH2:12][O:13][S:15]([C:18]1[CH:24]=[CH:23][C:21]([CH3:22])=[CH:20][CH:19]=1)(=[O:17])=[O:16])([CH2:8][CH2:9][O:10][S:15]([C:18]1[CH:24]=[CH:23][C:21]([CH3:22])=[CH:20][CH:19]=1)(=[O:17])=[O:16])=[O:7])[CH3:2]. The catalyst class is: 202. (3) Reactant: C(NC(C)C)(C)C.C([Li])CCC.CCCCCC.[CH2:19]([O:21][C:22](=[O:26])[CH:23]([CH3:25])[CH3:24])[CH3:20].Br[CH2:28][CH2:29][CH2:30][O:31][Si:32]([C:35]([CH3:38])([CH3:37])[CH3:36])([CH3:34])[CH3:33].[Cl-].[NH4+]. Product: [CH2:19]([O:21][C:22](=[O:26])[C:23]([CH3:25])([CH3:24])[CH2:28][CH2:29][CH2:30][O:31][Si:32]([C:35]([CH3:38])([CH3:37])[CH3:36])([CH3:34])[CH3:33])[CH3:20]. The catalyst class is: 7. (4) Product: [Br:1][C:2]1[CH:10]=[CH:9][C:8]([C:11]#[N:12])=[C:7]2[C:3]=1[CH:4]=[CH:5][N:6]2[S:27]([C:24]1[CH:25]=[CH:26][C:21]([CH3:20])=[CH:22][CH:23]=1)(=[O:29])=[O:28]. The catalyst class is: 79. Reactant: [Br:1][C:2]1[CH:10]=[CH:9][C:8]([C:11]#[N:12])=[C:7]2[C:3]=1[CH:4]=[CH:5][NH:6]2.CCN(CC)CC.[CH3:20][C:21]1[CH:26]=[CH:25][C:24]([S:27](Cl)(=[O:29])=[O:28])=[CH:23][CH:22]=1.C([O-])(O)=O.[Na+]. (5) The catalyst class is: 5. Product: [OH:20][CH2:19][CH:15]1[CH2:14][N:13]([C:10]2[CH:9]=[CH:8][C:7]([N:1]3[CH2:6][CH2:5][O:4][CH2:3][CH2:2]3)=[CH:12][CH:11]=2)[C:17](=[O:18])[CH2:16]1. Reactant: [N:1]1([C:7]2[CH:12]=[CH:11][C:10]([N:13]3[C:17](=[O:18])[CH2:16][CH:15]([C:19](OC)=[O:20])[CH2:14]3)=[CH:9][CH:8]=2)[CH2:6][CH2:5][O:4][CH2:3][CH2:2]1.[BH4-].[Na+].Cl. (6) Reactant: Br[C:2]1[Se:3][CH:4]=[CH:5][CH:6]=1.[F:7][C:8]1[C:13]([F:14])=[C:12]([O:15][CH2:16][CH2:17][CH3:18])[CH:11]=[CH:10][C:9]=1[C:19]1[CH:24]=[CH:23][C:22](B(O)O)=[CH:21][CH:20]=1.C(=O)([O-])[O-].[Na+].[Na+]. Product: [F:7][C:8]1[C:13]([F:14])=[C:12]([O:15][CH2:16][CH2:17][CH3:18])[CH:11]=[CH:10][C:9]=1[C:19]1[CH:20]=[CH:21][C:22]([C:2]2[Se:3][CH:4]=[CH:5][CH:6]=2)=[CH:23][CH:24]=1. The catalyst class is: 335. (7) Reactant: [CH3:1][O:2][C:3]1[N:8]=[C:7](/[CH:9]=[CH:10]/[C:11]2[N:27]=[C:14]3[CH:15]([C:19]4[CH:24]=[CH:23][CH:22]=[CH:21][C:20]=4[CH2:25]O)[CH2:16][CH2:17][CH2:18][N:13]3[N:12]=2)[CH:6]=[CH:5][C:4]=1[N:28]1[CH:32]=[C:31]([CH3:33])[N:30]=[CH:29]1.CCN(S(F)(F)[F:40])CC.O.C(=O)(O)[O-].[Na+]. Product: [F:40][CH2:25][C:20]1[CH:21]=[CH:22][CH:23]=[CH:24][C:19]=1[CH:15]1[CH2:16][CH2:17][CH2:18][N:13]2[N:12]=[C:11](/[CH:10]=[CH:9]/[C:7]3[CH:6]=[CH:5][C:4]([N:28]4[CH:32]=[C:31]([CH3:33])[N:30]=[CH:29]4)=[C:3]([O:2][CH3:1])[N:8]=3)[N:27]=[C:14]12. The catalyst class is: 4.